Predict which catalyst facilitates the given reaction. From a dataset of Catalyst prediction with 721,799 reactions and 888 catalyst types from USPTO. (1) Reactant: [H-].[Al+3].[Li+].[H-].[H-].[H-].C[O:8][C:9](=O)[C:10]1[CH:15]=[CH:14][C:13]([CH2:16][N:17]2[CH2:22][CH2:21][CH2:20][N:19]3[CH2:23][CH2:24][CH2:25][CH:18]23)=[CH:12][CH:11]=1.O.[OH-].[Na+]. Product: [N:17]1([CH2:16][C:13]2[CH:12]=[CH:11][C:10]([CH2:9][OH:8])=[CH:15][CH:14]=2)[CH2:22][CH2:21][CH2:20][N:19]2[CH2:23][CH2:24][CH2:25][CH:18]12. The catalyst class is: 7. (2) The catalyst class is: 7. Product: [F:59][C:24]([F:23])([F:60])[C:25]1[CH:26]=[C:27]([CH:52]=[C:53]([C:55]([F:58])([F:57])[F:56])[CH:54]=1)[C:28]([N:30]1[CH2:34][C@@:33]([CH2:42][CH2:43][OH:44])([C:35]2[CH:36]=[CH:37][C:38]([F:41])=[CH:39][CH:40]=2)[O:32][CH2:31]1)=[O:29]. Reactant: [F-].C([N+](CCCC)(CCCC)CCCC)CCC.C(O)(=O)C.[F:23][C:24]([F:60])([F:59])[C:25]1[CH:26]=[C:27]([CH:52]=[C:53]([C:55]([F:58])([F:57])[F:56])[CH:54]=1)[C:28]([N:30]1[CH2:34][C@@:33]([CH2:42][CH2:43][O:44][Si](C(C)(C)C)(C)C)([C:35]2[CH:40]=[CH:39][C:38]([F:41])=[CH:37][CH:36]=2)[O:32][CH2:31]1)=[O:29].C(OCC)(=O)C. (3) Reactant: [H-].[Na+].[CH2:3]([O:5][C:6]([C:8]1[CH:9]=[N:10][N:11]([C:14]2[CH:19]=[CH:18][C:17]([OH:20])=[CH:16][CH:15]=2)[C:12]=1[CH3:13])=[O:7])[CH3:4].[CH2:21](I)[CH3:22].O. Product: [CH2:3]([O:5][C:6]([C:8]1[CH:9]=[N:10][N:11]([C:14]2[CH:15]=[CH:16][C:17]([O:20][CH2:21][CH3:22])=[CH:18][CH:19]=2)[C:12]=1[CH3:13])=[O:7])[CH3:4]. The catalyst class is: 9. (4) Reactant: [Cl:1][C:2]1[C:3]([O:12][CH2:13][CH:14]2[CH2:19][CH2:18][CH:17]=[CH:16][CH2:15]2)=[CH:4][C:5]([F:11])=[C:6]([CH:10]=1)[C:7](O)=[O:8].[CH3:20][S:21]([NH2:24])(=[O:23])=[O:22].CN(C(ON1N=NC2C=CC=CC1=2)=[N+](C)C)C.F[P-](F)(F)(F)(F)F.CCN(C(C)C)C(C)C. Product: [Cl:1][C:2]1[C:3]([O:12][CH2:13][CH:14]2[CH2:19][CH2:18][CH:17]=[CH:16][CH2:15]2)=[CH:4][C:5]([F:11])=[C:6]([CH:10]=1)[C:7]([NH:24][S:21]([CH3:20])(=[O:23])=[O:22])=[O:8]. The catalyst class is: 317. (5) Reactant: [CH3:1][O:2][C:3]1[CH:8]=[CH:7][C:6]([NH2:9])=[CH:5][C:4]=1[O:10][CH2:11][CH2:12][C:13]1[CH:22]=[CH:21][C:20]2[C:15](=[CH:16][CH:17]=[CH:18][CH:19]=2)C=1.[C:23]1([CH:29]([C:33]2[CH:38]=[CH:37][CH:36]=[CH:35][CH:34]=2)[C:30](Cl)=[O:31])[CH:28]=[CH:27][CH:26]=[CH:25][CH:24]=1.C(N(CC)CC)C. Product: [CH3:1][O:2][C:3]1[CH:8]=[CH:7][C:6]([NH:9][C:30](=[O:31])[CH:29]([C:23]2[CH:28]=[CH:27][CH:26]=[CH:25][CH:24]=2)[C:33]2[CH:38]=[CH:37][CH:36]=[CH:35][CH:34]=2)=[CH:5][C:4]=1[O:10][CH2:11][C:12]1[C:19]2[C:20](=[CH:15][CH:16]=[CH:17][CH:18]=2)[CH:21]=[CH:22][CH:13]=1. The catalyst class is: 44. (6) Reactant: [F:1][C:2]1[CH:3]=[C:4]([CH2:33][OH:34])[CH:5]=[CH:6][C:7]=1[N:8]1[CH2:13][CH2:12][N:11]([C:14]([C:16]2[CH:21]=[C:20]([S:22]([CH3:25])(=[O:24])=[O:23])[CH:19]=[CH:18][C:17]=2[C:26]2[CH:31]=[CH:30][C:29]([F:32])=[CH:28][CH:27]=2)=[O:15])[CH2:10][CH2:9]1.O.[C:36]1([CH3:46])[CH:41]=[CH:40]C(S(O)(=O)=O)=CC=1.C1(CO)CC1.C1(C)C=CC=CC=1. Product: [CH:41]1([CH2:40][O:34][CH2:33][C:4]2[CH:5]=[CH:6][C:7]([N:8]3[CH2:13][CH2:12][N:11]([C:14]([C:16]4[CH:21]=[C:20]([S:22]([CH3:25])(=[O:24])=[O:23])[CH:19]=[CH:18][C:17]=4[C:26]4[CH:31]=[CH:30][C:29]([F:32])=[CH:28][CH:27]=4)=[O:15])[CH2:10][CH2:9]3)=[C:2]([F:1])[CH:3]=2)[CH2:36][CH2:46]1. The catalyst class is: 12. (7) Reactant: [C:1]([O:5][C:6]([N:8]1[CH:13]2[CH2:14][CH2:15][CH:9]1[CH2:10][C:11](=[CH:16][C:17]([O:19][CH2:20][CH3:21])=[O:18])[CH2:12]2)=[O:7])([CH3:4])([CH3:3])[CH3:2]. Product: [C:1]([O:5][C:6]([N:8]1[CH:13]2[CH2:14][CH2:15][CH:9]1[CH2:10][CH:11]([CH2:16][C:17]([O:19][CH2:20][CH3:21])=[O:18])[CH2:12]2)=[O:7])([CH3:4])([CH3:3])[CH3:2]. The catalyst class is: 19. (8) Reactant: [Cl:1][C:2]1[C:7]2OCO[C:6]=2[CH:5]=[C:4]([C:11]2[C:15]([C:16]([F:19])([F:18])[F:17])=[N:14][N:13]([C:20]3[N:25]=[CH:24][CH:23]=[CH:22][N:21]=3)[C:12]=2[NH2:26])[CH:3]=1.CO[CH:29]1[CH2:33][CH2:32][CH:31](OC)O1. Product: [Cl:1][C:2]1[CH:3]=[C:4]([C:11]2[C:15]([C:16]([F:19])([F:18])[F:17])=[N:14][N:13]([C:20]3[N:25]=[CH:24][CH:23]=[CH:22][N:21]=3)[C:12]=2[N:26]2[CH:29]=[CH:33][CH:32]=[CH:31]2)[CH:5]=[C:6]([C:16]([F:19])([F:18])[F:17])[CH:7]=1. The catalyst class is: 15. (9) Reactant: [CH3:1][C:2]1[N:3]([C:8]2[CH:13]=[CH:12][CH:11]=[CH:10][CH:9]=2)[C:4]([CH3:7])=[CH:5][CH:6]=1.CN([CH:17]=[O:18])C.O=P(Cl)(Cl)Cl.C([O-])([O-])=O.[K+].[K+]. Product: [CH3:1][C:2]1[N:3]([C:8]2[CH:13]=[CH:12][CH:11]=[CH:10][CH:9]=2)[C:4]([CH3:7])=[CH:5][C:6]=1[CH:17]=[O:18]. The catalyst class is: 451.